This data is from Reaction yield outcomes from USPTO patents with 853,638 reactions. The task is: Predict the reaction yield, written as a fraction of the theoretical maximum amount of product (1.0 means a 100% yield; for example, 0.34 means a 34% yield). (1) The reactants are [F:1][C:2]1[CH:3]=[C:4]([C@H:10]2[CH2:14][O:13]C(=O)[N:11]2[C:16]2[CH:21]=[CH:20][N:19]3[N:22]=[CH:23][C:24]([C:25]([O:27]CC)=[O:26])=[C:18]3[N:17]=2)[C:5]([O:8][CH3:9])=[N:6][CH:7]=1.CO.C1COCC1.O.[OH-].[Li+]. The catalyst is O. The product is [F:1][C:2]1[CH:3]=[C:4]([C@H:10]([NH:11][C:16]2[CH:21]=[CH:20][N:19]3[N:22]=[CH:23][C:24]([C:25]([OH:27])=[O:26])=[C:18]3[N:17]=2)[CH2:14][OH:13])[C:5]([O:8][CH3:9])=[N:6][CH:7]=1. The yield is 0.450. (2) The reactants are [NH2:1][C:2]1[O:3][CH2:4][C@:5]2([N:28]=1)[C@H:18]1[C@@:13]([CH3:20])([CH2:14][CH2:15][C:16](=[O:19])[CH2:17]1)[O:12][C:11]1[C:6]2=[CH:7][C:8]([C:21]2[CH:22]=[N:23][CH:24]=[C:25]([Cl:27])[CH:26]=2)=[CH:9][CH:10]=1.CC(O)C.[BH4-].[Na+]. The catalyst is C(Cl)Cl. The product is [NH2:1][C:2]1[O:3][CH2:4][C@:5]2([N:28]=1)[C@H:18]1[C@@:13]([CH3:20])([CH2:14][CH2:15][CH:16]([OH:19])[CH2:17]1)[O:12][C:11]1[C:6]2=[CH:7][C:8]([C:21]2[CH:22]=[N:23][CH:24]=[C:25]([Cl:27])[CH:26]=2)=[CH:9][CH:10]=1. The yield is 0.204. (3) The reactants are [C:1]([C:3]1[N:4]([C:14]2[CH:19]=[CH:18][CH:17]=[CH:16][CH:15]=2)[CH:5]=[C:6]([N:8]2[CH2:12][CH2:11][CH2:10][C:9]2=[O:13])[N:7]=1)#[CH:2].I[C:21]1[CH:22]=[CH:23][C:24]2[N:25]([C:27]([CH3:34])=[C:28]([C:30]([F:33])([F:32])[F:31])[N:29]=2)[N:26]=1. No catalyst specified. The product is [CH3:34][C:27]1[N:25]2[N:26]=[C:21]([C:2]#[C:1][C:3]3[N:4]([C:14]4[CH:19]=[CH:18][CH:17]=[CH:16][CH:15]=4)[CH:5]=[C:6]([N:8]4[CH2:12][CH2:11][CH2:10][C:9]4=[O:13])[N:7]=3)[CH:22]=[CH:23][C:24]2=[N:29][C:28]=1[C:30]([F:32])([F:31])[F:33]. The yield is 0.150. (4) The reactants are [CH3:1][C:2]1[O:8][CH:7]=[CH:6][C:4](=[O:5])[C:3]=1[OH:9].[CH2:10](Br)[C:11]1[CH:16]=[CH:15][CH:14]=[CH:13][CH:12]=1.C(=O)([O-])[O-].[K+].[K+]. The catalyst is CN(C=O)C. The product is [CH2:10]([O:9][C:3]1[C:4](=[O:5])[CH:6]=[CH:7][O:8][C:2]=1[CH3:1])[C:11]1[CH:16]=[CH:15][CH:14]=[CH:13][CH:12]=1. The yield is 0.750. (5) The reactants are C1C=C(Cl)C=C(C(OO)=O)C=1.[Cl:12][C:13]1[CH:18]=[CH:17][CH:16]=[C:15]([Cl:19])[C:14]=1[N:20]1[CH:31]=[CH:30][C:23]2[N:24]=[C:25](SC)[N:26]=[CH:27][C:22]=2[C:21]1=[O:32].CCN(C(C)C)C(C)C.[NH2:42][C:43]1[CH:48]=[CH:47][C:46]([N:49]2[CH2:54][CH2:53][N:52]([C:55](=[O:57])[CH3:56])[CH2:51][CH2:50]2)=[CH:45][CH:44]=1. The catalyst is C(Cl)Cl.C1(C)C=CC=CC=1. The product is [C:55]([N:52]1[CH2:51][CH2:50][N:49]([C:46]2[CH:47]=[CH:48][C:43]([NH:42][C:25]3[N:26]=[CH:27][C:22]4[C:21](=[O:32])[N:20]([C:14]5[C:13]([Cl:12])=[CH:18][CH:17]=[CH:16][C:15]=5[Cl:19])[CH:31]=[CH:30][C:23]=4[N:24]=3)=[CH:44][CH:45]=2)[CH2:54][CH2:53]1)(=[O:57])[CH3:56]. The yield is 0.630.